This data is from Catalyst prediction with 721,799 reactions and 888 catalyst types from USPTO. The task is: Predict which catalyst facilitates the given reaction. (1) Reactant: [N:1]1([C:5]([C:7]2[N:8]=[N:9][C:10](Cl)=[CH:11][CH:12]=2)=[O:6])[CH2:4][CH2:3][CH2:2]1.[OH:14][C:15]1[CH:16]=[C:17]([CH:27]=[C:28]([O:30][C@@H:31]([CH3:35])[CH2:32][O:33][CH3:34])[CH:29]=1)[C:18]([NH:20][C:21]1[CH:25]=[CH:24][N:23]([CH3:26])[N:22]=1)=[O:19].C(=O)([O-])[O-].[K+].[K+]. Product: [N:1]1([C:5]([C:7]2[N:8]=[N:9][C:10]([O:14][C:15]3[CH:16]=[C:17]([CH:27]=[C:28]([O:30][C@@H:31]([CH3:35])[CH2:32][O:33][CH3:34])[CH:29]=3)[C:18]([NH:20][C:21]3[CH:25]=[CH:24][N:23]([CH3:26])[N:22]=3)=[O:19])=[CH:11][CH:12]=2)=[O:6])[CH2:4][CH2:3][CH2:2]1. The catalyst class is: 10. (2) Reactant: Cl.Cl.[NH2:3][C:4]1[NH:5][C:6]2[NH:7][CH2:8][CH:9]([CH:15]([OH:19])[CH:16]([OH:18])[CH3:17])[NH:10][C:11]=2[C:12](=[O:14])[N:13]=1.[C:20](O[C:20]([O:22][C:23]([CH3:26])([CH3:25])[CH3:24])=[O:21])([O:22][C:23]([CH3:26])([CH3:25])[CH3:24])=[O:21]. The catalyst class is: 537. Product: [C:23]([O:22][C:20]([N:10]1[CH:9]([CH:15]([OH:19])[CH:16]([OH:18])[CH3:17])[CH2:8][NH:7][C:6]2[NH:5][C:4]([NH2:3])=[N:13][C:12](=[O:14])[C:11]1=2)=[O:21])([CH3:26])([CH3:25])[CH3:24]. (3) Reactant: [Cl:1][C:2]1[CH:3]=[C:4]([CH:27]=[C:28]([Cl:30])[CH:29]=1)[O:5][C:6]1[CH:16]=[CH:15][C:14]([NH:17][C:18]2[C:19]3[NH:26][CH:25]=[CH:24][C:20]=3[N:21]=[CH:22][N:23]=2)=[CH:13][C:7]=1[C:8]([O:10]CC)=[O:9].O1CCCC1.[OH-].[Na+].Cl. Product: [Cl:1][C:2]1[CH:3]=[C:4]([CH:27]=[C:28]([Cl:30])[CH:29]=1)[O:5][C:6]1[CH:16]=[CH:15][C:14]([NH:17][C:18]2[C:19]3[NH:26][CH:25]=[CH:24][C:20]=3[N:21]=[CH:22][N:23]=2)=[CH:13][C:7]=1[C:8]([OH:10])=[O:9]. The catalyst class is: 97. (4) Reactant: [F:1][C:2]1[CH:7]=[CH:6][CH:5]=[C:4]([F:8])[C:3]=1[C:9]1[S:10][CH:11]=[C:12]([C:14]([OH:16])=O)[N:13]=1.ClC(N(C)C)=C(C)C.[NH2:25][C:26]1[CH:27]=[N:28][C:29]2[C:34]([C:35]=1[N:36]1[CH2:41][CH2:40][CH2:39][C@H:38]([NH:42][C:43](=[O:49])[O:44][C:45]([CH3:48])([CH3:47])[CH3:46])[CH2:37]1)=[CH:33][CH:32]=[CH:31][CH:30]=2.N1C=CC=CC=1. Product: [F:8][C:4]1[CH:5]=[CH:6][CH:7]=[C:2]([F:1])[C:3]=1[C:9]1[S:10][CH:11]=[C:12]([C:14]([NH:25][C:26]2[CH:27]=[N:28][C:29]3[C:34]([C:35]=2[N:36]2[CH2:41][CH2:40][CH2:39][C@H:38]([NH:42][C:43](=[O:49])[O:44][C:45]([CH3:47])([CH3:46])[CH3:48])[CH2:37]2)=[CH:33][CH:32]=[CH:31][CH:30]=3)=[O:16])[N:13]=1. The catalyst class is: 2. (5) Reactant: Cl.[F:2][C:3]1[CH:4]=[C:5]([CH:8]=[CH:9][C:10]=1[NH:11][S:12]([CH3:15])(=[O:14])=[O:13])[CH2:6][NH2:7].[C:16]([C:20]1[N:25]=[CH:24][C:23]([O:26][CH2:27][C:28](O)=[O:29])=[CH:22][CH:21]=1)([CH3:19])([CH3:18])[CH3:17].CCN(CC)CC. Product: [C:16]([C:20]1[N:25]=[CH:24][C:23]([O:26][CH2:27][C:28]([NH:7][CH2:6][C:5]2[CH:8]=[CH:9][C:10]([NH:11][S:12]([CH3:15])(=[O:14])=[O:13])=[C:3]([F:2])[CH:4]=2)=[O:29])=[CH:22][CH:21]=1)([CH3:19])([CH3:17])[CH3:18]. The catalyst class is: 1. (6) Reactant: C([O-])(=O)C.[O:5]=[C:6]1[N:11]([CH2:12][C:13]2[CH:14]=[C:15]([CH:19]=[CH:20][CH:21]=2)[C:16]([NH2:18])=[NH2+:17])[N:10]=[C:9]([C:22]2[CH:27]=[C:26]([F:28])[C:25]([F:29])=[C:24]([F:30])[CH:23]=2)[CH:8]=[CH:7]1.C(=O)([O-])[O-].[K+].[K+].[CH3:37][C:38](=O)[C:39]#[CH:40]. Product: [CH3:40][C:39]1[CH:38]=[CH:37][N:18]=[C:16]([C:15]2[CH:14]=[C:13]([CH:21]=[CH:20][CH:19]=2)[CH2:12][N:11]2[C:6](=[O:5])[CH:7]=[CH:8][C:9]([C:22]3[CH:23]=[C:24]([F:30])[C:25]([F:29])=[C:26]([F:28])[CH:27]=3)=[N:10]2)[N:17]=1. The catalyst class is: 10. (7) Reactant: [CH:1]1([CH2:4][O:5][C:6]2[N:11]=[CH:10][C:9]([C:12](OCC3CC3)=[O:13])=[C:8]([CH3:19])[CH:7]=2)[CH2:3][CH2:2]1.[H-].[Al+3].[Li+].[H-].[H-].[H-].O.O.O.O.O.O.O.O.O.O.S([O-])([O-])(=O)=O.[Na+].[Na+]. Product: [CH:1]1([CH2:4][O:5][C:6]2[N:11]=[CH:10][C:9]([CH2:12][OH:13])=[C:8]([CH3:19])[CH:7]=2)[CH2:2][CH2:3]1. The catalyst class is: 1. (8) Reactant: CON(C)[C:4]([C@@H:6]1[CH2:10][CH2:9][N:8]([C:11]([O:13][C:14]([CH3:17])([CH3:16])[CH3:15])=[O:12])[CH2:7]1)=[O:5].[Cl:19][C:20]1[CH:25]=[CH:24][C:23]([Mg]Br)=[CH:22][C:21]=1[F:28].O. Product: [Cl:19][C:20]1[CH:25]=[CH:24][C:23]([C:4]([C@@H:6]2[CH2:10][CH2:9][N:8]([C:11]([O:13][C:14]([CH3:15])([CH3:16])[CH3:17])=[O:12])[CH2:7]2)=[O:5])=[CH:22][C:21]=1[F:28]. The catalyst class is: 1.